This data is from Forward reaction prediction with 1.9M reactions from USPTO patents (1976-2016). The task is: Predict the product of the given reaction. (1) Given the reactants C(Cl)(=O)C(Cl)=O.[F:7][C:8]1[CH:16]=[CH:15][CH:14]=[C:13]([F:17])[C:9]=1[C:10]([OH:12])=O.Cl.[Cl:19][C:20]1[CH:28]=[C:27]2[C:23]([C:24]([CH2:35][CH:36]([CH3:38])[CH3:37])=[CH:25][N:26]2[C:29]2[S:30][CH:31]=[C:32]([NH2:34])[N:33]=2)=[CH:22][CH:21]=1.C(N(CC)CC)C, predict the reaction product. The product is: [Cl:19][C:20]1[CH:28]=[C:27]2[C:23]([C:24]([CH2:35][CH:36]([CH3:38])[CH3:37])=[CH:25][N:26]2[C:29]2[S:30][CH:31]=[C:32]([NH:34][C:10](=[O:12])[C:9]3[C:13]([F:17])=[CH:14][CH:15]=[CH:16][C:8]=3[F:7])[N:33]=2)=[CH:22][CH:21]=1. (2) The product is: [OH:5][C:6]1[CH:7]=[CH:8][C:9]([NH:23][C:22](=[O:45])[C:21]([CH3:24])=[CH:25][C:26]2[CH:31]=[CH:30][CH:29]=[CH:28][CH:27]=2)=[CH:12][CH:13]=1.[C:1]([O:5][C:6]1[CH:7]=[CH:8][C:9]([CH:10]=[CH2:11])=[CH:12][CH:13]=1)([CH3:4])([CH3:2])[CH3:3]. Given the reactants [C:1]([O:5][C:6]1[CH:13]=[CH:12][C:9]([CH:10]=[CH2:11])=[CH:8][CH:7]=1)([CH3:4])([CH3:3])[CH3:2].N([C:21]([CH3:25])([CH3:24])[C:22]#[N:23])=N[C:21]([CH3:25])([CH3:24])[C:22]#[N:23].[C:26]1(C(CC([C:26]2[CH:31]=[CH:30][CH:29]=[CH:28][CH:27]=2)(C)C)=C)[CH:31]=[CH:30][CH:29]=[CH:28][CH:27]=1.C[OH:45], predict the reaction product. (3) Given the reactants [Cl:1][C:2]1[C:3]2[NH:10][CH:9]=[CH:8][C:4]=2[N:5]=[CH:6][N:7]=1.C(=O)([O-])[O-].[Cs+].[Cs+].Br[CH2:18][CH2:19][CH3:20], predict the reaction product. The product is: [Cl:1][C:2]1[C:3]2[N:10]([CH2:18][CH2:19][CH3:20])[CH:9]=[CH:8][C:4]=2[N:5]=[CH:6][N:7]=1.